This data is from NCI-60 drug combinations with 297,098 pairs across 59 cell lines. The task is: Regression. Given two drug SMILES strings and cell line genomic features, predict the synergy score measuring deviation from expected non-interaction effect. (1) Drug 1: CC1OCC2C(O1)C(C(C(O2)OC3C4COC(=O)C4C(C5=CC6=C(C=C35)OCO6)C7=CC(=C(C(=C7)OC)O)OC)O)O. Drug 2: CC1=C(N=C(N=C1N)C(CC(=O)N)NCC(C(=O)N)N)C(=O)NC(C(C2=CN=CN2)OC3C(C(C(C(O3)CO)O)O)OC4C(C(C(C(O4)CO)O)OC(=O)N)O)C(=O)NC(C)C(C(C)C(=O)NC(C(C)O)C(=O)NCCC5=NC(=CS5)C6=NC(=CS6)C(=O)NCCC[S+](C)C)O. Cell line: HL-60(TB). Synergy scores: CSS=60.6, Synergy_ZIP=3.86, Synergy_Bliss=5.02, Synergy_Loewe=1.38, Synergy_HSA=3.86. (2) Drug 1: CCC1(CC2CC(C3=C(CCN(C2)C1)C4=CC=CC=C4N3)(C5=C(C=C6C(=C5)C78CCN9C7C(C=CC9)(C(C(C8N6C)(C(=O)OC)O)OC(=O)C)CC)OC)C(=O)OC)O.OS(=O)(=O)O. Drug 2: C1=NC(=NC(=O)N1C2C(C(C(O2)CO)O)O)N. Cell line: SK-MEL-28. Synergy scores: CSS=8.52, Synergy_ZIP=-4.94, Synergy_Bliss=-4.49, Synergy_Loewe=-6.97, Synergy_HSA=-6.94. (3) Synergy scores: CSS=55.1, Synergy_ZIP=11.4, Synergy_Bliss=9.70, Synergy_Loewe=-17.9, Synergy_HSA=11.2. Drug 1: C1CC(=O)NC(=O)C1N2CC3=C(C2=O)C=CC=C3N. Cell line: COLO 205. Drug 2: C1=CC(=C2C(=C1NCCNCCO)C(=O)C3=C(C=CC(=C3C2=O)O)O)NCCNCCO. (4) Drug 1: C1=NC2=C(N=C(N=C2N1C3C(C(C(O3)CO)O)F)Cl)N. Drug 2: C1CN1C2=NC(=NC(=N2)N3CC3)N4CC4. Cell line: SNB-19. Synergy scores: CSS=36.1, Synergy_ZIP=-6.66, Synergy_Bliss=-0.547, Synergy_Loewe=0.0740, Synergy_HSA=1.82. (5) Drug 1: C1CCC(C1)C(CC#N)N2C=C(C=N2)C3=C4C=CNC4=NC=N3. Drug 2: C1=CC(=CC=C1CC(C(=O)O)N)N(CCCl)CCCl.Cl. Cell line: CAKI-1. Synergy scores: CSS=39.8, Synergy_ZIP=-7.97, Synergy_Bliss=-0.626, Synergy_Loewe=-6.04, Synergy_HSA=3.75. (6) Drug 2: CC1CCC2CC(C(=CC=CC=CC(CC(C(=O)C(C(C(=CC(C(=O)CC(OC(=O)C3CCCCN3C(=O)C(=O)C1(O2)O)C(C)CC4CCC(C(C4)OC)O)C)C)O)OC)C)C)C)OC. Drug 1: C1=CC(=CC=C1CCC2=CNC3=C2C(=O)NC(=N3)N)C(=O)NC(CCC(=O)O)C(=O)O. Synergy scores: CSS=11.5, Synergy_ZIP=-2.50, Synergy_Bliss=-1.96, Synergy_Loewe=1.71, Synergy_HSA=1.93. Cell line: KM12. (7) Drug 1: CCC1=CC2CC(C3=C(CN(C2)C1)C4=CC=CC=C4N3)(C5=C(C=C6C(=C5)C78CCN9C7C(C=CC9)(C(C(C8N6C)(C(=O)OC)O)OC(=O)C)CC)OC)C(=O)OC.C(C(C(=O)O)O)(C(=O)O)O. Drug 2: C#CCC(CC1=CN=C2C(=N1)C(=NC(=N2)N)N)C3=CC=C(C=C3)C(=O)NC(CCC(=O)O)C(=O)O. Cell line: HT29. Synergy scores: CSS=64.8, Synergy_ZIP=-3.94, Synergy_Bliss=-5.17, Synergy_Loewe=-3.49, Synergy_HSA=-3.94. (8) Drug 1: CC1C(C(=O)NC(C(=O)N2CCCC2C(=O)N(CC(=O)N(C(C(=O)O1)C(C)C)C)C)C(C)C)NC(=O)C3=C4C(=C(C=C3)C)OC5=C(C(=O)C(=C(C5=N4)C(=O)NC6C(OC(=O)C(N(C(=O)CN(C(=O)C7CCCN7C(=O)C(NC6=O)C(C)C)C)C)C(C)C)C)N)C. Drug 2: C#CCC(CC1=CN=C2C(=N1)C(=NC(=N2)N)N)C3=CC=C(C=C3)C(=O)NC(CCC(=O)O)C(=O)O. Cell line: HT29. Synergy scores: CSS=58.4, Synergy_ZIP=0.252, Synergy_Bliss=-1.16, Synergy_Loewe=-11.1, Synergy_HSA=0.507.